Dataset: Forward reaction prediction with 1.9M reactions from USPTO patents (1976-2016). Task: Predict the product of the given reaction. Given the reactants [CH:1]([O:4][C:5]1[CH:6]=[CH:7][C:8]([O:11][C:12]2[CH:13]=[C:14]([CH:29]=[CH:30][CH:31]=2)[CH:15]=[C:16]2[CH2:21][CH2:20][N:19](C(OC(C)(C)C)=O)[CH2:18][CH2:17]2)=[N:9][CH:10]=1)([CH3:3])[CH3:2].C(O)(C(F)(F)F)=O, predict the reaction product. The product is: [CH:1]([O:4][C:5]1[CH:6]=[CH:7][C:8]([O:11][C:12]2[CH:31]=[CH:30][CH:29]=[C:14]([CH:15]=[C:16]3[CH2:17][CH2:18][NH:19][CH2:20][CH2:21]3)[CH:13]=2)=[N:9][CH:10]=1)([CH3:3])[CH3:2].